This data is from Reaction yield outcomes from USPTO patents with 853,638 reactions. The task is: Predict the reaction yield, written as a fraction of the theoretical maximum amount of product (1.0 means a 100% yield; for example, 0.34 means a 34% yield). (1) The reactants are [C:1]1([CH:7]([C:30]2[CH:35]=[CH:34][CH:33]=[CH:32][CH:31]=2)[CH2:8][NH:9][C:10]2[C:19]3[C:14](=[CH:15][C:16](F)=[CH:17][CH:18]=3)[N:13]=[C:12]([C:21]3[CH:22]=[CH:23][C:24]4[N:25]([CH:27]=[CH:28][N:29]=4)[CH:26]=3)[N:11]=2)[CH:6]=[CH:5][CH:4]=[CH:3][CH:2]=1.[O:36]1[CH2:41][CH2:40][N:39]([CH2:42][CH2:43][CH2:44][OH:45])[CH2:38][CH2:37]1.CC(C)([O-])C.[K+].C(Cl)(Cl)[Cl:53].CO. No catalyst specified. The product is [ClH:53].[C:1]1([CH:7]([C:30]2[CH:35]=[CH:34][CH:33]=[CH:32][CH:31]=2)[CH2:8][NH:9][C:10]2[C:19]3[C:14](=[CH:15][C:16]([O:45][CH2:44][CH2:43][CH2:42][N:39]4[CH2:40][CH2:41][O:36][CH2:37][CH2:38]4)=[CH:17][CH:18]=3)[N:13]=[C:12]([C:21]3[CH:22]=[CH:23][C:24]4[N:25]([CH:27]=[CH:28][N:29]=4)[CH:26]=3)[N:11]=2)[CH:6]=[CH:5][CH:4]=[CH:3][CH:2]=1. The yield is 0.630. (2) The yield is 0.920. The catalyst is C1COCC1.O. The reactants are CC1(C)[O:22][C:6]2=[C:7]([CH3:21])[N:8]=[CH:9][C:10]([CH2:11][O:12][C:13]3[CH:20]=[CH:19][C:16]([C:17]#[N:18])=[CH:15][CH:14]=3)=[C:5]2[CH2:4][O:3]1.C(O)=O. The product is [OH:22][C:6]1[C:5]([CH2:4][OH:3])=[C:10]([CH2:11][O:12][C:13]2[CH:20]=[CH:19][C:16]([C:17]#[N:18])=[CH:15][CH:14]=2)[CH:9]=[N:8][C:7]=1[CH3:21]. (3) The reactants are [Br:1][C:2]1[C:3]([O:18][C:19]2[C:24]([CH3:25])=[CH:23][C:22]([C:26]#[N:27])=[CH:21][C:20]=2[CH3:28])=[N:4][C:5]([NH:9][C:10]2[CH:17]=[CH:16][C:13]([C:14]#[N:15])=[CH:12][CH:11]=2)=[N:6][C:7]=1Cl.[NH3:29].O1CCOCC1. The catalyst is O. The product is [NH2:29][C:7]1[C:2]([Br:1])=[C:3]([O:18][C:19]2[C:24]([CH3:25])=[CH:23][C:22]([C:26]#[N:27])=[CH:21][C:20]=2[CH3:28])[N:4]=[C:5]([NH:9][C:10]2[CH:17]=[CH:16][C:13]([C:14]#[N:15])=[CH:12][CH:11]=2)[N:6]=1. The yield is 0.405.